This data is from Forward reaction prediction with 1.9M reactions from USPTO patents (1976-2016). The task is: Predict the product of the given reaction. (1) The product is: [CH2:14]([O:1][CH:2]([C:4]1[CH:13]=[CH:12][C:7]([C:8]([OH:10])=[O:9])=[CH:6][CH:5]=1)[CH3:3])[CH2:15][CH3:16]. Given the reactants [OH:1][CH:2]([C:4]1[CH:13]=[CH:12][C:7]([C:8]([O:10]C)=[O:9])=[CH:6][CH:5]=1)[CH3:3].[CH2:14](I)[CH2:15][CH3:16].[H-].[Na+].O, predict the reaction product. (2) The product is: [CH:19]1([NH:18][C:16](=[O:17])[C:15]2[CH:22]=[CH:23][C:24]([CH3:25])=[C:13]([C:9]3[CH:8]=[C:7]4[C:12](=[CH:11][CH:10]=3)[C:3]([C:1]([N:2]3[CH2:33][CH2:32][O:31][CH2:30][CH2:29]3)=[O:41])=[N:4][N:5]=[CH:6]4)[CH:14]=2)[CH2:20][CH2:21]1. Given the reactants [C:1]([C:3]1[C:12]2[C:7](=[CH:8][C:9]([C:13]3[CH:14]=[C:15]([CH:22]=[CH:23][C:24]=3[CH3:25])[C:16]([NH:18][CH:19]3[CH2:21][CH2:20]3)=[O:17])=[CH:10][CH:11]=2)[CH:6]=[N:5][N:4]=1)#[N:2].[OH-].[K+].N1[CH2:33][CH2:32][O:31][CH2:30][CH2:29]1.CN(C([O:41]N1N=NC2C=CC=NC1=2)=[N+](C)C)C.F[P-](F)(F)(F)(F)F, predict the reaction product. (3) Given the reactants Br[CH2:2][C:3]1[CH:8]=[CH:7][C:6](B2OC(C)(C)C(C)(C)O2)=[CH:5][CH:4]=1.[C:18]([N:21]1[CH2:26][CH2:25][NH:24][CH2:23][CH2:22]1)(=[O:20])[CH3:19].C([O-])([O-])=O.[K+].[K+].Br[C:34]1[CH:35]=[C:36]2[C:42]([C:43]3[CH:44]=[C:45]4[C:49](=[CH:50][CH:51]=3)[NH:48][CH:47]=[CH:46]4)=[CH:41][N:40](S(C3C=CC(C)=CC=3)(=O)=O)[C:37]2=[N:38][CH:39]=1, predict the reaction product. The product is: [NH:48]1[C:49]2[C:45](=[CH:44][C:43]([C:42]3[C:36]4[C:37](=[N:38][CH:39]=[C:34]([C:6]5[CH:5]=[CH:4][C:3]([CH2:2][N:24]6[CH2:25][CH2:26][N:21]([C:18](=[O:20])[CH3:19])[CH2:22][CH2:23]6)=[CH:8][CH:7]=5)[CH:35]=4)[NH:40][CH:41]=3)=[CH:51][CH:50]=2)[CH:46]=[CH:47]1. (4) Given the reactants [CH2:1]([O:3][C:4]1[CH:5]=[C:6]([C:20]2[CH:25]=[CH:24][C:23]([CH2:26][C:27](O)=[O:28])=[C:22]([F:30])[CH:21]=2)[CH:7]=[N:8][C:9]=1[O:10][CH2:11][C:12]1[CH:17]=[CH:16][C:15]([O:18][CH3:19])=[CH:14][CH:13]=1)[CH3:2].[CH3:31][N:32]1[C:36]([NH2:37])=[CH:35][C:34]([C:38]([CH3:44])([CH3:43])[C:39]([F:42])([F:41])[F:40])=[N:33]1.C(P1(=O)OP(CCC)(=O)OP(CCC)(=O)O1)CC.CC(=O)OCC, predict the reaction product. The product is: [CH2:1]([O:3][C:4]1[CH:5]=[C:6]([C:20]2[CH:25]=[CH:24][C:23]([CH2:26][C:27]([NH:37][C:36]3[N:32]([CH3:31])[N:33]=[C:34]([C:38]([CH3:44])([CH3:43])[C:39]([F:41])([F:40])[F:42])[CH:35]=3)=[O:28])=[C:22]([F:30])[CH:21]=2)[CH:7]=[N:8][C:9]=1[O:10][CH2:11][C:12]1[CH:13]=[CH:14][C:15]([O:18][CH3:19])=[CH:16][CH:17]=1)[CH3:2]. (5) Given the reactants [OH:1][CH2:2][C:3]1[CH:4]=[C:5]([S:9]([NH2:12])(=[O:11])=[O:10])[CH:6]=[CH:7][CH:8]=1, predict the reaction product. The product is: [CH:2]([C:3]1[CH:4]=[C:5]([S:9]([NH2:12])(=[O:11])=[O:10])[CH:6]=[CH:7][CH:8]=1)=[O:1]. (6) Given the reactants [N:1]([CH2:4][CH:5]1[CH2:9][C:8]2[CH:10]=[C:11]([CH3:15])[CH:12]=[C:13]([Cl:14])[C:7]=2[O:6]1)=[N+]=[N-], predict the reaction product. The product is: [Cl:14][C:13]1[C:7]2[O:6][CH:5]([CH2:4][NH2:1])[CH2:9][C:8]=2[CH:10]=[C:11]([CH3:15])[CH:12]=1. (7) Given the reactants C([N:8]1[CH2:13][CH2:12][N:11]([CH2:14][CH2:15][C:16]2[CH:21]=[CH:20][N:19]=[CH:18][CH:17]=2)[CH2:10][CH2:9]1)(OC(C)(C)C)=O.[ClH:22], predict the reaction product. The product is: [ClH:22].[N:19]1[CH:20]=[CH:21][C:16]([CH2:15][CH2:14][N:11]2[CH2:12][CH2:13][NH:8][CH2:9][CH2:10]2)=[CH:17][CH:18]=1. (8) Given the reactants [CH3:1][C:2]1([CH:6]2[C:15]3[C:10](=[CH:11][CH:12]=[CH:13][CH:14]=3)[NH:9][CH2:8][CH2:7]2)[CH2:5][O:4][CH2:3]1.I[CH2:17][C:18]([NH2:20])=[O:19].CCN(C(C)C)C(C)C.[OH-].[Na+], predict the reaction product. The product is: [CH3:1][C:2]1([CH:6]2[C:15]3[C:10](=[CH:11][CH:12]=[CH:13][CH:14]=3)[N:9]([CH2:17][C:18]([NH2:20])=[O:19])[CH2:8][CH2:7]2)[CH2:3][O:4][CH2:5]1. (9) Given the reactants [OH:1][C@H:2]1[CH2:7][CH2:6][CH2:5][C@@H:4]([C:8]([O:10][CH3:11])=[O:9])[CH2:3]1.[Si:12](Cl)([C:25]([CH3:28])([CH3:27])[CH3:26])([C:19]1[CH:24]=[CH:23][CH:22]=[CH:21][CH:20]=1)[C:13]1[CH:18]=[CH:17][CH:16]=[CH:15][CH:14]=1.N1C=CN=C1.CN(C1C=CC=CN=1)C, predict the reaction product. The product is: [Si:12]([O:1][C@H:2]1[CH2:7][CH2:6][CH2:5][C@@H:4]([C:8]([O:10][CH3:11])=[O:9])[CH2:3]1)([C:25]([CH3:28])([CH3:27])[CH3:26])([C:19]1[CH:20]=[CH:21][CH:22]=[CH:23][CH:24]=1)[C:13]1[CH:18]=[CH:17][CH:16]=[CH:15][CH:14]=1.